From a dataset of Catalyst prediction with 721,799 reactions and 888 catalyst types from USPTO. Predict which catalyst facilitates the given reaction. (1) Reactant: C(N(CC)CC)C.[Br:8][C:9]1[CH:10]=[C:11]([CH:15]=[CH:16][N:17]=1)[C:12](O)=[O:13].ClC(OCC(C)C)=O.[H-].[H-].[H-].[H-].[Li+].[Al+3]. Product: [Br:8][C:9]1[CH:10]=[C:11]([CH2:12][OH:13])[CH:15]=[CH:16][N:17]=1. The catalyst class is: 559. (2) Reactant: [Br:1][C:2]1[CH:7]=[CH:6][C:5](I)=[CH:4][CH:3]=1.C([Li])CCC.[N:14]1[C:27]2[C:18](=[CH:19][CH:20]=[C:21]3[C:26]=2[N:25]=[CH:24][CH:23]=[CH:22]3)[CH:17]=[CH:16][CH:15]=1. Product: [Br:1][C:2]1[CH:7]=[CH:6][C:5]([C:24]2[CH:23]=[CH:22][C:21]3[C:26](=[C:27]4[C:18](=[CH:19][CH:20]=3)[CH:17]=[CH:16][CH:15]=[N:14]4)[N:25]=2)=[CH:4][CH:3]=1. The catalyst class is: 27. (3) Reactant: [CH3:1][C:2]1[CH:7]=[C:6]([NH:8][C:9]2[N:10]=[CH:11][C:12]3[C:17]([CH:18]=2)=[CH:16][C:15]([C:19]([O:21]C)=[O:20])=[CH:14][CH:13]=3)[CH:5]=[CH:4][N:3]=1.[Li+].[OH-]. Product: [CH3:1][C:2]1[CH:7]=[C:6]([NH:8][C:9]2[N:10]=[CH:11][C:12]3[C:17]([CH:18]=2)=[CH:16][C:15]([C:19]([OH:21])=[O:20])=[CH:14][CH:13]=3)[CH:5]=[CH:4][N:3]=1. The catalyst class is: 20. (4) Reactant: [S:1]1[C:5]2[CH:6]=[CH:7][CH:8]=[CH:9][C:4]=2[C:3]([N:10]2[CH2:15][CH2:14][N:13]([CH2:16][CH:17]([C:19]3[CH:20]=[C:21]4[C:25](=[CH:26][CH:27]=3)[C:24]([CH3:29])([CH3:28])[C:23](=[O:30])[C:22]4([CH3:32])[CH3:31])Cl)[CH2:12][CH2:11]2)=[N:2]1.C([SnH](CCCC)CCCC)CCC.CC(N=NC(C#N)(C)C)(C#N)C. Product: [S:1]1[C:5]2[CH:6]=[CH:7][CH:8]=[CH:9][C:4]=2[C:3]([N:10]2[CH2:15][CH2:14][N:13]([CH2:16][CH2:17][C:19]3[CH:20]=[C:21]4[C:25](=[CH:26][CH:27]=3)[C:24]([CH3:28])([CH3:29])[C:23](=[O:30])[C:22]4([CH3:32])[CH3:31])[CH2:12][CH2:11]2)=[N:2]1. The catalyst class is: 11. (5) Product: [C:6]([O:5][C:4](=[O:10])[N:3]([N:11]1[CH:15]=[C:14]([C:16]2[CH:17]=[N:18][CH:19]=[CH:20][CH:21]=2)[N:13]=[C:12]1[Cl:27])[CH2:1][CH3:2])([CH3:9])([CH3:7])[CH3:8]. Reactant: [CH2:1]([N:3]([N:11]1[CH:15]=[C:14]([C:16]2[CH:17]=[N:18][CH:19]=[CH:20][CH:21]=2)[N:13]=[CH:12]1)[C:4](=[O:10])[O:5][C:6]([CH3:9])([CH3:8])[CH3:7])[CH3:2].[Li+].CCC[CH2-].[Cl:27]C(Cl)(Cl)C(Cl)(Cl)Cl. The catalyst class is: 7. (6) Reactant: [OH-].[Na+].[C:3]([NH:6][C:7]1[S:8][C:9]([C:13]2[N:14]=[C:15]([C:18]([NH:20][C:21]3[CH:33]=[CH:32][C:24]4[O:25]C(C)(C)[O:27][C:28](=[O:29])[C:23]=4[CH:22]=3)=[O:19])[S:16][CH:17]=2)=[C:10]([CH3:12])[N:11]=1)(=[O:5])[CH3:4].Cl.O. Product: [C:3]([NH:6][C:7]1[S:8][C:9]([C:13]2[N:14]=[C:15]([C:18]([NH:20][C:21]3[CH:33]=[CH:32][C:24]([OH:25])=[C:23]([CH:22]=3)[C:28]([OH:29])=[O:27])=[O:19])[S:16][CH:17]=2)=[C:10]([CH3:12])[N:11]=1)(=[O:5])[CH3:4]. The catalyst class is: 1.